This data is from Forward reaction prediction with 1.9M reactions from USPTO patents (1976-2016). The task is: Predict the product of the given reaction. (1) Given the reactants [CH3:1][C:2]1[C:10]2[C:5](=[C:6]([CH3:11])[CH:7]=[CH:8][CH:9]=2)[NH:4][C:3]=1[CH2:12][OH:13], predict the reaction product. The product is: [CH3:1][C:2]1[C:10]2[C:5](=[C:6]([CH3:11])[CH:7]=[CH:8][CH:9]=2)[NH:4][C:3]=1[CH:12]=[O:13]. (2) Given the reactants [CH2:1]([O:8][C:9]1[CH:18]=[C:17]2[C:12]([C:13](O)=[C:14]([NH:19][C:20](=O)[CH2:21][CH2:22][CH3:23])[CH:15]=[N:16]2)=[CH:11][CH:10]=1)[C:2]1[CH:7]=[CH:6][CH:5]=[CH:4][CH:3]=1.P12(SP3(SP(SP(S3)(S1)=S)(=S)S2)=S)=[S:27], predict the reaction product. The product is: [CH2:1]([O:8][C:9]1[CH:10]=[CH:11][C:12]2[C:13]3[S:27][C:20]([CH2:21][CH2:22][CH3:23])=[N:19][C:14]=3[CH:15]=[N:16][C:17]=2[CH:18]=1)[C:2]1[CH:7]=[CH:6][CH:5]=[CH:4][CH:3]=1. (3) Given the reactants [Cl-].C1([P+](C2C=CC=CC=2)(C2C=CC=CC=2)[CH2:9][O:10][CH3:11])C=CC=CC=1.CC(C)([O-])C.[K+].[F:30][C:31]1[CH:40]=[CH:39][C:38]2[O:41][CH2:42][C:43](=[O:44])[N:36]3[C:37]=2[C:32]=1[C:33](=O)[CH2:34][CH2:35]3, predict the reaction product. The product is: [F:30][C:31]1[CH:40]=[CH:39][C:38]2[O:41][CH2:42][C:43](=[O:44])[N:36]3[C:37]=2[C:32]=1[C:33](=[CH:9][O:10][CH3:11])[CH2:34][CH2:35]3. (4) Given the reactants [F:1][CH:2]([F:8])[C:3]([O:5]CC)=O.C[O-].[Na+].CO.[Cl:14][C:15]1[CH:20]=[CH:19][C:18]([C:21](=[O:23])[CH3:22])=[CH:17][CH:16]=1.Cl, predict the reaction product. The product is: [F:8][CH:2]([F:1])[C:3](=[O:5])[CH2:22][C:21]([C:18]1[CH:19]=[CH:20][C:15]([Cl:14])=[CH:16][CH:17]=1)=[O:23]. (5) The product is: [O:1]1[CH2:5][CH2:4][CH:3]([O:6][S:14]([CH3:17])(=[O:16])=[O:15])[CH2:2]1. Given the reactants [O:1]1[CH2:5][CH2:4][CH:3]([OH:6])[CH2:2]1.C(N(CC)CC)C.[S:14](Cl)([CH3:17])(=[O:16])=[O:15].O, predict the reaction product. (6) Given the reactants [F:1][C:2]1[CH:23]=[C:22]([F:24])[CH:21]=[C:20]([F:25])[C:3]=1[C:4]([NH:6][C:7]1[CH:12]=[CH:11][CH:10]=[C:9]([O:13][CH:14]2[CH2:19][CH2:18][NH:17][CH2:16][CH2:15]2)[N:8]=1)=[O:5].[CH:26](=O)[CH2:27][CH3:28].C(O)(=O)C, predict the reaction product. The product is: [F:25][C:20]1[CH:21]=[C:22]([F:24])[CH:23]=[C:2]([F:1])[C:3]=1[C:4]([NH:6][C:7]1[CH:12]=[CH:11][CH:10]=[C:9]([O:13][CH:14]2[CH2:15][CH2:16][N:17]([CH2:26][CH2:27][CH3:28])[CH2:18][CH2:19]2)[N:8]=1)=[O:5]. (7) Given the reactants Cl[C:2]1[CH:11]=[C:10]2[C:5]([CH:6]=[CH:7][C:8]([C:12]3[CH:17]=[C:16]([CH3:18])[CH:15]=[C:14]([CH3:19])[CH:13]=3)=[N:9]2)=[CH:4][CH:3]=1.[CH2:20]([C:24]1[CH:29]=[CH:28][C:27](B(O)O)=[CH:26][CH:25]=1)[CH:21]([CH3:23])[CH3:22].C1(P(C2CCCCC2)C2C=CC=CC=2C2C(OC)=CC=CC=2OC)CCCCC1.[O-]P([O-])([O-])=O.[K+].[K+].[K+], predict the reaction product. The product is: [CH3:19][C:14]1[CH:13]=[C:12]([C:8]2[CH:7]=[CH:6][C:5]3[C:10](=[CH:11][C:2]([C:27]4[CH:28]=[CH:29][C:24]([CH2:20][CH:21]([CH3:23])[CH3:22])=[CH:25][CH:26]=4)=[CH:3][CH:4]=3)[N:9]=2)[CH:17]=[C:16]([CH3:18])[CH:15]=1.